Predict the reactants needed to synthesize the given product. From a dataset of Full USPTO retrosynthesis dataset with 1.9M reactions from patents (1976-2016). (1) Given the product [CH2:1]([C:8]1([OH:35])[CH2:9][CH2:10][N:11]([CH2:14][CH2:15][NH:16][C:17]([NH:19][C:20]2[CH:25]=[CH:24][N:23]=[C:22]([NH:26][CH3:27])[CH:21]=2)=[O:18])[CH2:12][CH2:13]1)[C:2]1[CH:3]=[CH:4][CH:5]=[CH:6][CH:7]=1, predict the reactants needed to synthesize it. The reactants are: [CH2:1]([C:8]1([OH:35])[CH2:13][CH2:12][N:11]([CH2:14][CH2:15][NH:16][C:17]([NH:19][C:20]2[CH:25]=[CH:24][N:23]=[C:22]([N:26](CC3C=CC=CC=3)[CH3:27])[CH:21]=2)=[O:18])[CH2:10][CH2:9]1)[C:2]1[CH:7]=[CH:6][CH:5]=[CH:4][CH:3]=1.Cl. (2) Given the product [C:1]([O:5][C:6]([CH:8]1[CH2:12][CH2:11][CH2:10][N:9]1[C:13](=[O:30])[CH:14]([NH:19][C:20](=[O:22])[C:35]1[CH:39]=[CH:40][C:32]([NH2:31])=[C:33]([Cl:41])[CH:34]=1)[C:15]([CH3:17])([CH3:18])[CH3:16])=[O:7])([CH3:4])([CH3:2])[CH3:3], predict the reactants needed to synthesize it. The reactants are: [C:1]([O:5][C:6]([CH:8]1[CH2:12][CH2:11][CH2:10][N:9]1[C:13](=[O:30])[CH:14]([NH:19][C:20]([O:22]CC1C=CC=CC=1)=O)[C:15]([CH3:18])([CH3:17])[CH3:16])=[O:7])([CH3:4])([CH3:3])[CH3:2].[NH2:31][C:32]1[CH:40]=[CH:39][C:35](C(O)=O)=[CH:34][C:33]=1[Cl:41].CCN(C(C)C)C(C)C.C(Cl)CCl. (3) Given the product [CH3:11][C:5]1[C:4]2[C:8](=[CH:9][CH:10]=[C:2]([C:61]3[CH:62]=[C:63]([NH:67][C@H:68]([C:75]4[CH:80]=[CH:79][CH:78]=[CH:77][CH:76]=4)[CH2:69][NH:70][S:71]([CH3:74])(=[O:72])=[O:73])[CH:64]=[N:65][CH:66]=3)[CH:3]=2)[NH:7][N:6]=1, predict the reactants needed to synthesize it. The reactants are: Br[C:2]1[CH:3]=[C:4]2[C:8](=[CH:9][CH:10]=1)[NH:7][N:6]=[C:5]2[CH3:11].B1(B2OC(C)(C)C(C)(C)O2)OC(C)(C)C(C)(C)O1.C(P(C12CC3CC(CC(C3)C1)C2)C12CC3CC(CC(C3)C1)C2)CCC.C([O-])(=O)C.[K+].Br[C:61]1[CH:62]=[C:63]([NH:67][C@H:68]([C:75]2[CH:80]=[CH:79][CH:78]=[CH:77][CH:76]=2)[CH2:69][NH:70][S:71]([CH3:74])(=[O:73])=[O:72])[CH:64]=[N:65][CH:66]=1.C(=O)([O-])[O-].[K+].[K+]. (4) Given the product [C:1]([O:5][C:6](=[O:22])[NH:7][CH2:8][CH2:9][N:10]1[CH:15]=[CH:14][NH:13][C:11]1=[O:12])([CH3:2])([CH3:3])[CH3:4], predict the reactants needed to synthesize it. The reactants are: [C:1]([O:5][C:6](=[O:22])[NH:7][CH2:8][CH2:9][NH:10][C:11]([NH:13][CH2:14][CH:15](OCC)OCC)=[O:12])([CH3:4])([CH3:3])[CH3:2].Cl.[OH-].[K+]. (5) The reactants are: [Br:1][C:2]1[CH:7]=[CH:6][N:5]=[C:4]([N:8]2[CH2:13][CH2:12][O:11][C@H:10]([CH2:14][OH:15])[CH2:9]2)[CH:3]=1.[S:16](Cl)([C:19]1[CH:25]=[CH:24][C:22]([CH3:23])=[CH:21][CH:20]=1)(=[O:18])=[O:17].C(N(CC)CC)C. Given the product [CH3:23][C:22]1[CH:24]=[CH:25][C:19]([S:16]([O:15][CH2:14][C@H:10]2[O:11][CH2:12][CH2:13][N:8]([C:4]3[CH:3]=[C:2]([Br:1])[CH:7]=[CH:6][N:5]=3)[CH2:9]2)(=[O:18])=[O:17])=[CH:20][CH:21]=1, predict the reactants needed to synthesize it. (6) Given the product [F:24][C:25]1[C:26]([C:31]2[CH:36]=[CH:35][C:34]3[N:33]([C:2]([NH:1][C:4]4[CH:5]=[N:6][CH:7]=[CH:8][C:9]=4[N:10]4[CH2:15][CH2:14][CH2:13][C@H:12]([NH:16][C:17](=[O:23])[O:18][C:19]([CH3:22])([CH3:21])[CH3:20])[CH2:11]4)=[N:38][N:37]=3)[N:32]=2)=[N:27][CH:28]=[CH:29][CH:30]=1, predict the reactants needed to synthesize it. The reactants are: [N:1]([C:4]1[CH:5]=[N:6][CH:7]=[CH:8][C:9]=1[N:10]1[CH2:15][CH2:14][CH2:13][C@H:12]([NH:16][C:17](=[O:23])[O:18][C:19]([CH3:22])([CH3:21])[CH3:20])[CH2:11]1)=[C:2]=S.[F:24][C:25]1[C:26]([C:31]2[N:32]=[N:33][C:34]([NH:37][NH2:38])=[CH:35][CH:36]=2)=[N:27][CH:28]=[CH:29][CH:30]=1.C1CCC(N=C=NC2CCCCC2)CC1. (7) Given the product [OH:2][C:3]1[CH:12]=[C:11]2[C:6]([C@H:7]([C:25]3[CH:30]=[CH:29][C:28]([O:31][CH2:32][CH2:33][N:34]4[CH2:38][CH2:37][CH2:36][CH2:35]4)=[CH:27][CH:26]=3)[C@H:8]([C:13]3[CH:14]=[CH:15][C:16]([C:19]4[CH:24]=[CH:23][CH:22]=[CH:21][CH:20]=4)=[CH:17][CH:18]=3)[CH2:9][O:10]2)=[CH:5][CH:4]=1, predict the reactants needed to synthesize it. The reactants are: C[O:2][C:3]1[CH:12]=[C:11]2[C:6]([C@H:7]([C:25]3[CH:30]=[CH:29][C:28]([O:31][CH2:32][CH2:33][N:34]4[CH2:38][CH2:37][CH2:36][CH2:35]4)=[CH:27][CH:26]=3)[C@H:8]([C:13]3[CH:18]=[CH:17][C:16]([C:19]4[CH:24]=[CH:23][CH:22]=[CH:21][CH:20]=4)=[CH:15][CH:14]=3)[CH2:9][O:10]2)=[CH:5][CH:4]=1.Cl.N1C=CC=CC=1. (8) Given the product [C:1]([C:5]1[CH:10]=[CH:9][C:8]([N:11]2[C:19]3[C:14](=[CH:15][CH:16]=[CH:17][CH:18]=3)[C:13]([CH:20]=[O:21])=[C:12]2[N:23]2[CH2:28][CH2:27][NH:26][CH2:25][CH2:24]2)=[CH:7][CH:6]=1)([CH3:4])([CH3:3])[CH3:2], predict the reactants needed to synthesize it. The reactants are: [C:1]([C:5]1[CH:10]=[CH:9][C:8]([N:11]2[C:19]3[C:14](=[CH:15][CH:16]=[CH:17][CH:18]=3)[C:13]([CH:20]=[O:21])=[C:12]2Cl)=[CH:7][CH:6]=1)([CH3:4])([CH3:3])[CH3:2].[NH:23]1[CH2:28][CH2:27][NH:26][CH2:25][CH2:24]1.O.